From a dataset of Forward reaction prediction with 1.9M reactions from USPTO patents (1976-2016). Predict the product of the given reaction. (1) Given the reactants [C@@H:1]1([N:10]2[CH:17]=[CH:16][C:14](=[O:15])[NH:13][C:11]2=[O:12])[O:9][C@H:6]([CH2:7][OH:8])[C@@H:4]([OH:5])[C@H:2]1[OH:3].[I:18]I.CO, predict the reaction product. The product is: [I:18][C:16]1[C:14](=[O:15])[NH:13][C:11](=[O:12])[N:10]([CH:17]=1)[C@@H:1]1[O:9][C@H:6]([CH2:7][OH:8])[C@@H:4]([OH:5])[C@H:2]1[OH:3]. (2) Given the reactants C[O:2][C:3](=[O:16])[C:4]1[CH:9]=[C:8]([S:10](=[O:14])(=[O:13])[NH:11][CH3:12])[CH:7]=[CH:6][C:5]=1[OH:15].[CH2:17](O)[CH3:18], predict the reaction product. The product is: [CH2:17]([O:15][C:5]1[CH:6]=[CH:7][C:8]([S:10](=[O:14])(=[O:13])[NH:11][CH3:12])=[CH:9][C:4]=1[C:3]([OH:2])=[O:16])[CH3:18]. (3) Given the reactants Br[CH2:2][CH:3](OCC)OCC.Cl.C(=O)(O)[O-].[Na+].[Br:16][C:17]1[C:18]([NH2:25])=[N:19][C:20]([Cl:24])=[C:21]([Br:23])[CH:22]=1.C(=O)([O-])[O-].[K+].[K+], predict the reaction product. The product is: [Br:23][C:21]1[CH:22]=[C:17]([Br:16])[C:18]2[N:19]([CH:2]=[CH:3][N:25]=2)[C:20]=1[Cl:24]. (4) The product is: [F:1][C:2]1[C:7]([F:8])=[CH:6][CH:5]=[CH:4][C:3]=1[C:9]1[C:17]2[O:16][CH:15]([CH2:18][NH:33][CH3:32])[CH2:14][C:13]=2[CH:12]=[C:11]([O:30][CH3:31])[CH:10]=1. Given the reactants [F:1][C:2]1[C:7]([F:8])=[CH:6][CH:5]=[CH:4][C:3]=1[C:9]1[C:17]2[O:16][CH:15]([CH2:18]OS(C3C=CC(C)=CC=3)(=O)=O)[CH2:14][C:13]=2[CH:12]=[C:11]([O:30][CH3:31])[CH:10]=1.[CH3:32][NH2:33], predict the reaction product.